From a dataset of Forward reaction prediction with 1.9M reactions from USPTO patents (1976-2016). Predict the product of the given reaction. Given the reactants Cl[C:2]1[N:7]=[CH:6][C:5]([O:8][CH:9]2[CH2:14][CH2:13][N:12]([C:15]([O:17][C:18]([CH3:21])([CH3:20])[CH3:19])=[O:16])[CH2:11][CH2:10]2)=[CH:4][CH:3]=1.[NH:22]1[C:30]2[C:25](=[CH:26][C:27]([NH:31][C:32](=[O:36])[CH:33]([CH3:35])[CH3:34])=[CH:28][CH:29]=2)[CH2:24][CH2:23]1, predict the reaction product. The product is: [C:18]([O:17][C:15]([N:12]1[CH2:13][CH2:14][CH:9]([O:8][C:5]2[CH:6]=[N:7][C:2]([N:22]3[C:30]4[C:25](=[CH:26][C:27]([NH:31][C:32](=[O:36])[CH:33]([CH3:34])[CH3:35])=[CH:28][CH:29]=4)[CH2:24][CH2:23]3)=[CH:3][CH:4]=2)[CH2:10][CH2:11]1)=[O:16])([CH3:21])([CH3:20])[CH3:19].